This data is from Reaction yield outcomes from USPTO patents with 853,638 reactions. The task is: Predict the reaction yield, written as a fraction of the theoretical maximum amount of product (1.0 means a 100% yield; for example, 0.34 means a 34% yield). (1) The reactants are ClC(OCC)=O.[F:7][C:8]1[CH:13]=[CH:12][CH:11]=[CH:10][C:9]=1[NH:14][C:15]1[O:19][C:18]([C:20]([NH:22][C:23]2[CH:28]=[CH:27][C:26]([C@H:29]3[CH2:34][CH2:33][C@H:32]([CH2:35][C:36]([OH:38])=O)[CH2:31][CH2:30]3)=[CH:25][CH:24]=2)=[O:21])=[N:17][N:16]=1.C[N:40]1CCOCC1.N. The catalyst is C(Cl)Cl.CO. The product is [NH2:40][C:36](=[O:38])[CH2:35][C@H:32]1[CH2:33][CH2:34][C@H:29]([C:26]2[CH:25]=[CH:24][C:23]([NH:22][C:20]([C:18]3[O:19][C:15]([NH:14][C:9]4[CH:10]=[CH:11][CH:12]=[CH:13][C:8]=4[F:7])=[N:16][N:17]=3)=[O:21])=[CH:28][CH:27]=2)[CH2:30][CH2:31]1. The yield is 0.710. (2) The reactants are Cl[C:2]1[N:10]=[C:9]([CH2:11][CH2:12][O:13][CH3:14])[N:8]=[C:7]2[C:3]=1[N:4]=[CH:5][NH:6]2.[NH:15]1[CH2:20][CH2:19][O:18][CH2:17][CH2:16]1.ClCCl. The catalyst is O. The product is [CH3:14][O:13][CH2:12][CH2:11][C:9]1[N:8]=[C:7]2[C:3]([N:4]=[CH:5][NH:6]2)=[C:2]([N:15]2[CH2:20][CH2:19][O:18][CH2:17][CH2:16]2)[N:10]=1. The yield is 0.750. (3) The reactants are [O:1]=[C:2]1[CH2:7][CH2:6][CH2:5][N:4]([C:8]([O:10][C:11]([CH3:14])([CH3:13])[CH3:12])=[O:9])[CH2:3]1.[CH2:15]([O:17][C:18]1[CH:19]=[C:20]([Mg]Br)[CH:21]=[CH:22][CH:23]=1)[CH3:16]. The catalyst is CCOCC. The product is [CH2:15]([O:17][C:18]1[CH:23]=[C:22]([C:2]2([OH:1])[CH2:7][CH2:6][CH2:5][N:4]([C:8]([O:10][C:11]([CH3:14])([CH3:13])[CH3:12])=[O:9])[CH2:3]2)[CH:21]=[CH:20][CH:19]=1)[CH3:16]. The yield is 0.390. (4) The reactants are [C-]#N.[Na+].C1(C)C=CC=CC=1.C[NH:12][CH2:13][CH2:14]NC.Br[C:18]1[CH:19]=[C:20]([O:26][CH3:27])[C:21]([O:24][CH3:25])=[CH:22]C=1. The catalyst is N.[Cu]I. The product is [CH3:25][O:24][C:21]1[CH:22]=[C:14]([CH:18]=[CH:19][C:20]=1[O:26][CH3:27])[C:13]#[N:12]. The yield is 0.910.